Predict which catalyst facilitates the given reaction. From a dataset of Catalyst prediction with 721,799 reactions and 888 catalyst types from USPTO. (1) The catalyst class is: 2. Product: [F:34][C:33]1[C:28]([C:24]2([CH2:23][NH:15][C:12]3[N:13]=[N:14][C:9]([C:7]4[S:8][C:4]([C:1]([NH2:2])=[O:3])=[CH:5][N:6]=4)=[CH:10][CH:11]=3)[CH2:25][CH2:26][CH2:27]2)=[N:29][CH:30]=[CH:31][CH:32]=1. Reactant: [C:1]([C:4]1[S:8][C:7]([C:9]2[N:14]=[N:13][C:12]([N:15]([CH2:23][C:24]3([C:28]4[C:33]([F:34])=[CH:32][CH:31]=[CH:30][N:29]=4)[CH2:27][CH2:26][CH2:25]3)C(=O)OC(C)(C)C)=[CH:11][CH:10]=2)=[N:6][CH:5]=1)(=[O:3])[NH2:2].C(O)(C(F)(F)F)=O. (2) Reactant: [C:1]([Si:5]([O:8][CH2:9][C:10]1[O:11][CH2:12][C:13](F)([F:15])[CH:14]=1)([CH3:7])[CH3:6])([CH3:4])([CH3:3])[CH3:2]. Product: [C:1]([Si:5]([O:8][CH2:9][C:10]1[O:11][CH:12]=[C:13]([F:15])[CH:14]=1)([CH3:7])[CH3:6])([CH3:4])([CH3:2])[CH3:3]. The catalyst class is: 2. (3) Product: [F:34][C:35]([F:46])([F:45])[C:36](=[O:37])[C:7](=[P:8]([C:21]1[CH:26]=[CH:25][CH:24]=[CH:23][CH:22]=1)([C:9]1[CH:14]=[CH:13][CH:12]=[CH:11][CH:10]=1)[C:15]1[CH:16]=[CH:17][CH:18]=[CH:19][CH:20]=1)[C:2]([O:4][CH2:5][CH3:6])=[O:3]. Reactant: [Br-].[C:2]([CH2:7][P+:8]([C:21]1[CH:26]=[CH:25][CH:24]=[CH:23][CH:22]=1)([C:15]1[CH:20]=[CH:19][CH:18]=[CH:17][CH:16]=1)[C:9]1[CH:14]=[CH:13][CH:12]=[CH:11][CH:10]=1)([O:4][CH2:5][CH3:6])=[O:3].C(N(CC)CC)C.[F:34][C:35]([F:46])([F:45])[C:36](O[C:36](=[O:37])[C:35]([F:46])([F:45])[F:34])=[O:37]. The catalyst class is: 1. (4) Reactant: [C:1]([O:5][C:6]([N:8]([C:16]1[CH:36]=[CH:35][C:19]([CH2:20][N:21]2[C:25]3=[N:26][C:27]([C:30]([O:32]C)=[O:31])=[CH:28][CH:29]=[C:24]3[N:23]=[C:22]2[CH3:34])=[C:18]([Cl:37])[CH:17]=1)C(OC(C)(C)C)=O)=[O:7])([CH3:4])([CH3:3])[CH3:2].[OH-].[Na+].Cl.O. Product: [C:1]([O:5][C:6]([NH:8][C:16]1[CH:36]=[CH:35][C:19]([CH2:20][N:21]2[C:25]3=[N:26][C:27]([C:30]([OH:32])=[O:31])=[CH:28][CH:29]=[C:24]3[N:23]=[C:22]2[CH3:34])=[C:18]([Cl:37])[CH:17]=1)=[O:7])([CH3:4])([CH3:2])[CH3:3]. The catalyst class is: 12. (5) The catalyst class is: 35. Reactant: Cl[C:2]1[C:7]([C:8]([NH2:10])=[O:9])=[CH:6][C:5]([Cl:11])=[CH:4][N:3]=1.[O:12]([C:19]1[CH:24]=[CH:23][C:22]([OH:25])=[CH:21][CH:20]=1)[C:13]1[CH:18]=[CH:17][CH:16]=[CH:15][CH:14]=1.C([O-])([O-])=O.[Cs+].[Cs+]. Product: [Cl:11][C:5]1[CH:6]=[C:7]([C:8]([NH2:10])=[O:9])[C:2]([O:25][C:22]2[CH:21]=[CH:20][C:19]([O:12][C:13]3[CH:18]=[CH:17][CH:16]=[CH:15][CH:14]=3)=[CH:24][CH:23]=2)=[N:3][CH:4]=1.